This data is from Catalyst prediction with 721,799 reactions and 888 catalyst types from USPTO. The task is: Predict which catalyst facilitates the given reaction. (1) The catalyst class is: 5. Product: [C:1]1([C:7]2[C:11]([C:12]([F:13])([F:14])[F:15])=[C:10]([C:16]([O:18][CH3:20])=[O:17])[O:9][N:8]=2)[CH:2]=[CH:3][CH:4]=[CH:5][CH:6]=1. Reactant: [C:1]1([C:7]2[C:11]([C:12]([F:15])([F:14])[F:13])=[C:10]([C:16]([OH:18])=[O:17])[O:9][N:8]=2)[CH:6]=[CH:5][CH:4]=[CH:3][CH:2]=1.Cl[CH2:20]Cl. (2) Reactant: I(O)(=O)(=O)=[O:2].[CH2:6]([O:8][C:9]([CH:11]1[CH2:15][CH:14]2[O:16][CH:13]2[CH2:12]1)=[O:10])[CH3:7]. Product: [CH2:6]([O:8][C:9]([CH:11]([CH2:12][CH:13]=[O:16])[CH2:15][CH:14]=[O:2])=[O:10])[CH3:7]. The catalyst class is: 13. (3) Reactant: [F:1][C:2]1[CH:17]=[CH:16][C:5]([CH2:6][O:7][C:8]2[CH:9]=[CH:10][C:11]([CH:14]=O)=[N:12][CH:13]=2)=[CH:4][CH:3]=1.[CH3:18][O:19][C:20](=[O:39])[CH:21](P(OC)(OC)=O)[O:22][C:23]([O:25][C:26]([CH3:32])([CH3:31])[C:27]([Cl:30])([Cl:29])[Cl:28])=[O:24].C[Si](N[Si](C)(C)C)(C)C.[Li].[Cl-].[NH4+]. Product: [CH3:18][O:19][C:20](=[O:39])[C:21]([O:22][C:23]([O:25][C:26]([CH3:31])([CH3:32])[C:27]([Cl:28])([Cl:30])[Cl:29])=[O:24])=[CH:14][C:11]1[CH:10]=[CH:9][C:8]([O:7][CH2:6][C:5]2[CH:16]=[CH:17][C:2]([F:1])=[CH:3][CH:4]=2)=[CH:13][N:12]=1. The catalyst class is: 1. (4) Reactant: [Br:1][C:2]1[CH:3]=[C:4]2[C:13](=[CH:14][CH:15]=1)[C:7]1([CH2:12][CH2:11][O:10][CH2:9][CH2:8]1)[CH:6]=[C:5]2[C:16]1[CH:21]=[CH:20][N:19]=[C:18]([NH2:22])[N:17]=1.C1C(=O)N([Cl:30])C(=O)C1. Product: [Br:1][C:2]1[CH:3]=[C:4]2[C:13](=[CH:14][CH:15]=1)[C:7]1([CH2:12][CH2:11][O:10][CH2:9][CH2:8]1)[CH:6]=[C:5]2[C:16]1[C:21]([Cl:30])=[CH:20][N:19]=[C:18]([NH2:22])[N:17]=1. The catalyst class is: 10. (5) Reactant: [Br:1][C:2]1[CH:7]=[C:6]([C:8]([F:11])([F:10])[F:9])[CH:5]=[CH:4][C:3]=1[C:12]1[C:21]2[C:16](=[CH:17][C:18]([S:22]([N:25](CC3C=CC(OC)=CC=3)[C:26]3[S:30][N:29]=[CH:28][N:27]=3)(=[O:24])=[O:23])=[CH:19][CH:20]=2)[CH:15]=[CH:14][N:13]=1.C(O)(C(F)(F)F)=O. Product: [Br:1][C:2]1[CH:7]=[C:6]([C:8]([F:9])([F:10])[F:11])[CH:5]=[CH:4][C:3]=1[C:12]1[C:21]2[C:16](=[CH:17][C:18]([S:22]([NH:25][C:26]3[S:30][N:29]=[CH:28][N:27]=3)(=[O:23])=[O:24])=[CH:19][CH:20]=2)[CH:15]=[CH:14][N:13]=1. The catalyst class is: 2. (6) Reactant: [C:1]([O:5][C:6]([N:8]1[CH2:13][CH2:12][N:11]([C:14]2[CH:15]=[N:16][C:17]([N+:20]([O-])=O)=[CH:18][CH:19]=2)[CH2:10][C:9]1([CH3:24])[CH3:23])=[O:7])([CH3:4])([CH3:3])[CH3:2]. Product: [C:1]([O:5][C:6]([N:8]1[CH2:13][CH2:12][N:11]([C:14]2[CH:15]=[N:16][C:17]([NH2:20])=[CH:18][CH:19]=2)[CH2:10][C:9]1([CH3:24])[CH3:23])=[O:7])([CH3:4])([CH3:2])[CH3:3]. The catalyst class is: 446. (7) Reactant: [CH3:1][C:2]([CH3:35])([CH3:34])[C:3](=[O:33])[CH2:4][CH2:5][C:6]1[CH:11]=[CH:10][C:9]([C:12]([C:17]2[CH:22]=[CH:21][C:20](OS(C(F)(F)F)(=O)=O)=[C:19]([CH3:31])[CH:18]=2)([CH2:15][CH3:16])[CH2:13][CH3:14])=[CH:8][C:7]=1[CH3:32].C(N(CC)CC)C.[CH3:43][O:44][C:45](=[O:48])[CH:46]=[CH2:47].C1C=CC(P(C2C=CC=CC=2)CCCP(C2C=CC=CC=2)C2C=CC=CC=2)=CC=1.[NH4+].[Cl-]. Product: [CH3:43][O:44][C:45](=[O:48])/[CH:46]=[CH:47]/[C:20]1[CH:21]=[CH:22][C:17]([C:12]([C:9]2[CH:10]=[CH:11][C:6]([CH2:5][CH2:4][C:3](=[O:33])[C:2]([CH3:34])([CH3:1])[CH3:35])=[C:7]([CH3:32])[CH:8]=2)([CH2:13][CH3:14])[CH2:15][CH3:16])=[CH:18][C:19]=1[CH3:31]. The catalyst class is: 274. (8) Reactant: O=[C:2]([CH3:12])[CH:3]([C:6]1[CH:7]=[N:8][CH:9]=[CH:10][CH:11]=1)[C:4]#[N:5].Br.[NH2:14][NH2:15]. Product: [CH3:12][C:2]1[NH:15][N:14]=[C:4]([NH2:5])[C:3]=1[C:6]1[CH:7]=[N:8][CH:9]=[CH:10][CH:11]=1. The catalyst class is: 88. (9) The catalyst class is: 21. Reactant: [Br:1][C:2]1[CH:7]=[CH:6][C:5]([C:8]2[C:12]([C:13]#[N:14])=[C:11]([CH2:15][CH3:16])[NH:10][C:9]=2[C:17]([O:19][CH2:20][CH3:21])=[O:18])=[CH:4][CH:3]=1.O.IC.[C:25](=O)([O-])[O-].[K+].[K+]. Product: [Br:1][C:2]1[CH:3]=[CH:4][C:5]([C:8]2[C:12]([C:13]#[N:14])=[C:11]([CH2:15][CH3:16])[N:10]([CH3:25])[C:9]=2[C:17]([O:19][CH2:20][CH3:21])=[O:18])=[CH:6][CH:7]=1.